From a dataset of Forward reaction prediction with 1.9M reactions from USPTO patents (1976-2016). Predict the product of the given reaction. (1) The product is: [CH3:45][O:44][C:40]1[CH:39]=[C:38]([CH2:37][NH:34][C:35](=[O:36])[O:26][CH2:25][C@H:15]2[CH2:14][C@@H:13]([NH:12][S:9]([C:3]3[CH:4]=[C:5]([Br:8])[CH:6]=[CH:7][C:2]=3[Br:1])(=[O:10])=[O:11])[CH2:17][NH:16]2)[CH:43]=[CH:42][CH:41]=1. Given the reactants [Br:1][C:2]1[CH:7]=[CH:6][C:5]([Br:8])=[CH:4][C:3]=1[S:9]([NH:12][C@H:13]1[CH2:17][N:16](C(OC(C)(C)C)=O)[C@@H:15]([CH2:25][OH:26])[CH2:14]1)(=[O:11])=[O:10].CCN(CC)CC.[N:34]([CH2:37][C:38]1[CH:43]=[CH:42][CH:41]=[C:40]([O:44][CH3:45])[CH:39]=1)=[C:35]=[O:36].N(CC1C=CC=CC=1)=C=O, predict the reaction product. (2) Given the reactants [Br:1][C:2]1[CH:11]=[CH:10][C:5]2[N:6]=[CH:7][S:8](=O)[C:4]=2[CH:3]=1.[OH-].[Na+].[NH2:14][C:15]1[CH:20]=[CH:19][C:18]([Br:21])=[CH:17][C:16]=1[SH:22].[CH2:23]([O:25][C:26](=[O:31])[CH2:27][C:28](Cl)=[O:29])[CH3:24], predict the reaction product. The product is: [CH2:23]([O:25][C:26](=[O:31])[CH2:27][C:7]1[S:8][C:4]2[CH:3]=[C:2]([Br:1])[CH:11]=[CH:10][C:5]=2[N:6]=1)[CH3:24].[CH2:23]([O:25][C:26]([C:27]1[S:22][C:16]2[CH:17]=[C:18]([Br:21])[CH:19]=[CH:20][C:15]=2[NH:14][C:28]=1[OH:29])=[O:31])[CH3:24]. (3) Given the reactants [CH2:1]([OH:8])[C:2]1[CH:7]=[CH:6][CH:5]=[CH:4][CH:3]=1.[C:9]([OH:28])(=[O:27])[CH2:10][CH2:11][CH2:12][CH2:13][CH2:14][CH2:15][CH2:16]/[CH:17]=[CH:18]\[CH2:19][CH2:20][CH2:21][CH2:22][CH2:23][CH2:24][CH2:25][CH3:26].C1CCC(N=C=NC2CCCCC2)CC1, predict the reaction product. The product is: [C:9]([O-:28])(=[O:27])[CH2:10][CH2:11][CH2:12][CH2:13][CH2:14][CH2:15][CH2:16]/[CH:17]=[CH:18]\[CH2:19][CH2:20][CH2:21][CH2:22][CH2:23][CH2:24][CH2:25][CH3:26].[C:9]([O:8][CH2:1][C:2]1[CH:7]=[CH:6][CH:5]=[CH:4][CH:3]=1)(=[O:27])[CH2:10][CH2:11][CH2:12][CH2:13][CH2:14][CH2:15][CH2:16]/[CH:17]=[CH:18]\[CH2:19][CH2:20][CH2:21][CH2:22][CH2:23][CH2:24][CH2:25][CH3:26]. (4) Given the reactants [Br:1][C:2]1[CH:3]=[C:4]([O:11][CH:12]([CH3:14])[CH3:13])[C:5]([CH3:10])=[C:6]([CH:9]=1)[CH:7]=O.[CH3:15][O:16][CH:17]([O:20][CH3:21])[CH2:18][NH2:19].[BH3-]C#N.[Na+].CC(O)=O, predict the reaction product. The product is: [Br:1][C:2]1[CH:3]=[C:4]([O:11][CH:12]([CH3:14])[CH3:13])[C:5]([CH3:10])=[C:6]([CH:9]=1)[CH2:7][NH:19][CH2:18][CH:17]([O:20][CH3:21])[O:16][CH3:15]. (5) The product is: [Cl:1][C:2]1[N:7]=[C:6]([NH:27][CH2:26][CH2:25][CH2:24][N:21]2[CH2:22][CH2:23][O:18][CH2:19][CH2:20]2)[CH:5]=[CH:4][N:3]=1. Given the reactants [Cl:1][C:2]1[N:7]=[C:6](Cl)[CH:5]=[CH:4][N:3]=1.C(N(C(C)C)CC)(C)C.[O:18]1[CH2:23][CH2:22][N:21]([CH2:24][CH2:25][CH2:26][NH2:27])[CH2:20][CH2:19]1, predict the reaction product. (6) Given the reactants C([NH:8][C@@H:9]1[CH2:14][C@H:13]([C:15]2[CH:20]=[CH:19][N:18]=[CH:17][C:16]=2[N+:21]([O-])=O)[O:12][C@@H:11]2[CH2:24][CH2:25][CH2:26][C@H:10]12)C1C=CC=CC=1.[CH3:39][C:38]([O:37][C:35](O[C:35]([O:37][C:38]([CH3:41])([CH3:40])[CH3:39])=[O:36])=[O:36])([CH3:41])[CH3:40], predict the reaction product. The product is: [NH2:21][C:16]1[CH:17]=[N:18][CH:19]=[CH:20][C:15]=1[C@H:13]1[O:12][C@H:11]2[CH2:24][CH2:25][CH2:26][C@H:10]2[C@@H:9]([NH:8][C:35](=[O:36])[O:37][C:38]([CH3:39])([CH3:40])[CH3:41])[CH2:14]1. (7) The product is: [C:29]([N:1]1[CH2:6][CH2:5][CH2:4][CH:3]([N:7]2[C:11]3[CH:12]=[CH:13][CH:14]=[CH:15][C:10]=3[N:9]=[C:8]2[NH:16][C:17]([C:19]2[S:20][C:21]([C:24]3[CH:25]=[N:26][NH:27][CH:28]=3)=[CH:22][CH:23]=2)=[O:18])[CH2:2]1)(=[O:32])[CH:30]=[CH2:31]. Given the reactants [NH:1]1[CH2:6][CH2:5][CH2:4][CH:3]([N:7]2[C:11]3[CH:12]=[CH:13][CH:14]=[CH:15][C:10]=3[N:9]=[C:8]2[NH:16][C:17]([C:19]2[S:20][C:21]([C:24]3[CH:25]=[N:26][NH:27][CH:28]=3)=[CH:22][CH:23]=2)=[O:18])[CH2:2]1.[C:29](Cl)(=[O:32])[CH:30]=[CH2:31].[OH-].[Na+], predict the reaction product. (8) Given the reactants [C:1]([N:5]1[CH2:10][CH2:9][N:8]([C:11]2[C:20]3[C:15](=[CH:16][C:17]([C:22]4[C:31]5[C:26](=[CH:27][CH:28]=[CH:29][CH:30]=5)[CH:25]=[C:24]([OH:32])[CH:23]=4)=[C:18]([Cl:21])[CH:19]=3)[N:14]=[C:13]([C:33]([NH2:35])=O)[N:12]=2)[CH2:7][CH2:6]1)(=[O:4])[CH:2]=[CH2:3].CCN(CC)CC.O(C(C(F)(F)F)=O)C(C(F)(F)F)=O, predict the reaction product. The product is: [C:1]([N:5]1[CH2:10][CH2:9][N:8]([C:11]2[C:20]3[C:15](=[CH:16][C:17]([C:22]4[C:31]5[C:26](=[CH:27][CH:28]=[CH:29][CH:30]=5)[CH:25]=[C:24]([OH:32])[CH:23]=4)=[C:18]([Cl:21])[CH:19]=3)[N:14]=[C:13]([C:33]#[N:35])[N:12]=2)[CH2:7][CH2:6]1)(=[O:4])[CH:2]=[CH2:3].